This data is from Forward reaction prediction with 1.9M reactions from USPTO patents (1976-2016). The task is: Predict the product of the given reaction. (1) The product is: [N:35]1[C:34]2[NH:38][CH:39]=[CH:40][C:33]=2[C:32]([NH:1][C@H:2]([C:4]2[N:13]([C:14]3[CH:19]=[CH:18][CH:17]=[C:16]([O:20][CH2:21][C:22]([F:28])([F:27])[C:23]([F:24])([F:25])[F:26])[CH:15]=3)[C:12](=[O:29])[C:11]3[C:6](=[CH:7][CH:8]=[CH:9][C:10]=3[F:30])[N:5]=2)[CH3:3])=[N:37][CH:36]=1. Given the reactants [NH2:1][C@H:2]([C:4]1[N:13]([C:14]2[CH:19]=[CH:18][CH:17]=[C:16]([O:20][CH2:21][C:22]([F:28])([F:27])[C:23]([F:26])([F:25])[F:24])[CH:15]=2)[C:12](=[O:29])[C:11]2[C:6](=[CH:7][CH:8]=[CH:9][C:10]=2[F:30])[N:5]=1)[CH3:3].Cl[C:32]1[C:33]2[CH:40]=[CH:39][NH:38][C:34]=2[N:35]=[CH:36][N:37]=1.C(N(C(C)C)CC)(C)C, predict the reaction product. (2) Given the reactants [CH2:1]([O:3][C:4]([C:6]1[C:15]2[C:10](=[CH:11][C:12]([C:17]#[C:18][Si](C)(C)C)=[C:13]([CH3:16])[CH:14]=2)[C:9]([CH3:24])([CH3:23])[CH2:8][CH:7]=1)=[O:5])[CH3:2].C(=O)([O-])[O-].[K+].[K+], predict the reaction product. The product is: [CH2:1]([O:3][C:4]([C:6]1[C:15]2[C:10](=[CH:11][C:12]([C:17]#[CH:18])=[C:13]([CH3:16])[CH:14]=2)[C:9]([CH3:23])([CH3:24])[CH2:8][CH:7]=1)=[O:5])[CH3:2]. (3) Given the reactants CS(C)=O.[N+:5](/[CH:8]=[CH:9]/[C:10]1[S:11][C:12]([O:15][C:16]2[CH:21]=[CH:20][C:19]([CH3:22])=[CH:18][CH:17]=2)=[CH:13][CH:14]=1)([O-:7])=[O:6].C(O)(=O)C.[BH4-].[Na+], predict the reaction product. The product is: [N+:5]([CH2:8][CH2:9][C:10]1[S:11][C:12]([O:15][C:16]2[CH:21]=[CH:20][C:19]([CH3:22])=[CH:18][CH:17]=2)=[CH:13][CH:14]=1)([O-:7])=[O:6]. (4) Given the reactants [CH3:1][C:2]1[CH:3]=[CH:4][C:5]2[C:13](=[O:14])[N:8]3[CH2:9][CH2:10][NH:11][CH2:12][CH:7]3[C:6]=2[N:15]=1.CCN(C(C)C)C(C)C.[CH2:25]([O:27][C:28]1[CH:33]=[CH:32][C:31]([S:34](Cl)(=[O:36])=[O:35])=[CH:30][CH:29]=1)[CH3:26], predict the reaction product. The product is: [CH2:25]([O:27][C:28]1[CH:29]=[CH:30][C:31]([S:34]([N:11]2[CH2:10][CH2:9][N:8]3[C:13](=[O:14])[C:5]4[CH:4]=[CH:3][C:2]([CH3:1])=[N:15][C:6]=4[CH:7]3[CH2:12]2)(=[O:36])=[O:35])=[CH:32][CH:33]=1)[CH3:26].